This data is from Catalyst prediction with 721,799 reactions and 888 catalyst types from USPTO. The task is: Predict which catalyst facilitates the given reaction. (1) Reactant: [F:1][C:2]1[CH:7]=[CH:6][CH:5]=[CH:4][C:3]=1[NH:8][C:9]([C:11]1[C:19]2[C:18](=O)[CH2:17][CH2:16][CH2:15][C:14]=2[NH:13][CH:12]=1)=[O:10].N1C=CC=CC=1.Cl.[O:28]([NH2:30])[CH3:29]. The catalyst class is: 14. Product: [F:1][C:2]1[CH:7]=[CH:6][CH:5]=[CH:4][C:3]=1[NH:8][C:9]([C:11]1[C:19]2[C:18](=[N:30][O:28][CH3:29])[CH2:17][CH2:16][CH2:15][C:14]=2[NH:13][CH:12]=1)=[O:10]. (2) Reactant: [F:1][C:2]([F:9])([F:8])[C:3]1[CH:7]=[CH:6][NH:5][N:4]=1.[N+]([O-])([O-])=O.[NH4+].[Ce].[Ce].[Cl:17]N1C(=O)CCC1=O. Product: [Cl:17][C:7]1[C:3]([C:2]([F:9])([F:8])[F:1])=[N:4][NH:5][CH:6]=1. The catalyst class is: 10. (3) Reactant: [CH3:1][O:2][C:3]1[CH:4]=[C:5]([CH:9]2[CH2:18][C:17]([CH3:20])([CH3:19])[C:16]3[C:11](=[CH:12][CH:13]=[C:14]([C:21](NS(C)(=O)=O)=[O:22])[CH:15]=3)[NH:10]2)[CH:6]=[CH:7][CH:8]=1.[OH-:28].[Na+].O.Cl. Product: [CH3:1][O:2][C:3]1[CH:4]=[C:5]([CH:9]2[CH2:18][C:17]([CH3:20])([CH3:19])[C:16]3[C:11](=[CH:12][CH:13]=[C:14]([C:21]([OH:22])=[O:28])[CH:15]=3)[NH:10]2)[CH:6]=[CH:7][CH:8]=1. The catalyst class is: 10. (4) Reactant: [S:1]1[CH2:6][CH2:5][CH:4]([CH:7]=[O:8])[CH2:3][CH2:2]1.[F-].C([N+](CCCC)(CCCC)CCCC)CCC.[F:27][C:28]([Si](C)(C)C)([F:30])[F:29]. Product: [F:27][C:28]([F:30])([F:29])[CH:7]([CH:4]1[CH2:5][CH2:6][S:1][CH2:2][CH2:3]1)[OH:8]. The catalyst class is: 7. (5) Reactant: [NH2:1][CH:2]([CH2:12][C:13]1[CH:18]=[CH:17][CH:16]=[C:15]([O:19][C:20]([F:25])([F:24])[CH:21]([F:23])[F:22])[CH:14]=1)[CH:3]([C:5]1[CH:10]=[CH:9][CH:8]=[C:7]([F:11])[N:6]=1)[OH:4].[C:26]1([C:37](O)=[O:38])[CH:27]=[CH:28][CH:29]=[C:30]2[CH2:36][CH2:35][CH2:34][CH:33]=[CH:32][C:31]=12.Cl.C(N=C=NCCCN(C)C)C.ON1C2C=CC=CC=2N=N1. Product: [F:11][C:7]1[N:6]=[C:5]([CH:3]([OH:4])[CH:2]([NH:1][C:37]([C:26]2[CH:27]=[CH:28][CH:29]=[C:30]3[CH2:36][CH2:35][CH2:34][CH:33]=[CH:32][C:31]=23)=[O:38])[CH2:12][C:13]2[CH:18]=[CH:17][CH:16]=[C:15]([O:19][C:20]([F:24])([F:25])[CH:21]([F:22])[F:23])[CH:14]=2)[CH:10]=[CH:9][CH:8]=1. The catalyst class is: 47. (6) Reactant: [CH3:1][O:2][C:3]1[N:4]=[C:5]2[C:10](=[CH:11][CH:12]=1)[N:9]=[CH:8][CH:7]=[C:6]2[C:13]#[C:14][C:15]1([OH:25])[CH2:24][CH2:23][C:18]2([O:22][CH2:21][CH2:20][O:19]2)[CH2:17][CH2:16]1.[H][H]. Product: [CH3:1][O:2][C:3]1[N:4]=[C:5]2[C:10](=[CH:11][CH:12]=1)[N:9]=[CH:8][CH:7]=[C:6]2[CH2:13][CH2:14][C:15]1([OH:25])[CH2:16][CH2:17][C:18]2([O:22][CH2:21][CH2:20][O:19]2)[CH2:23][CH2:24]1. The catalyst class is: 856. (7) Reactant: [F:1][C:2]1[CH:7]=[CH:6][C:5]([CH2:8][CH2:9][NH2:10])=[CH:4][C:3]=1[O:11][CH2:12][C:13]([F:16])([F:15])[F:14].[O:17]1[CH2:21][CH2:20][CH:19]([CH:22]=O)[CH2:18]1.[BH-](OC(C)=O)(OC(C)=O)OC(C)=O.[Na+].C([O-])(O)=O.[Na+]. Product: [F:1][C:2]1[CH:7]=[CH:6][C:5]([CH2:8][CH2:9][NH:10][CH2:22][CH:19]2[CH2:20][CH2:21][O:17][CH2:18]2)=[CH:4][C:3]=1[O:11][CH2:12][C:13]([F:15])([F:14])[F:16]. The catalyst class is: 4.